This data is from Full USPTO retrosynthesis dataset with 1.9M reactions from patents (1976-2016). The task is: Predict the reactants needed to synthesize the given product. (1) Given the product [CH3:21][C:18]1[C:17]([CH3:22])=[C:16]([NH:15][S:12]([C:11]2[CH:10]=[CH:9][S:8][C:7]=2[CH:23]([OH:30])[C:24]2[CH:29]=[CH:28][CH:27]=[CH:26][CH:25]=2)(=[O:14])=[O:13])[O:20][N:19]=1, predict the reactants needed to synthesize it. The reactants are: C[Si](C)(C)CCOC[C:7]1([CH:23]([OH:30])[C:24]2[CH:29]=[CH:28][CH:27]=[CH:26][CH:25]=2)[CH:11]([S:12]([NH:15][C:16]2[O:20][N:19]=[C:18]([CH3:21])[C:17]=2[CH3:22])(=[O:14])=[O:13])[CH:10]=[CH:9][S:8]1.[F-].[Cs+]. (2) Given the product [OH:23][C:24]1([C:31]2[CH:32]=[N:33][C:34]([O:37][CH3:38])=[CH:35][CH:36]=2)[CH2:25][CH2:26][CH:27]([N:1]2[CH2:2][CH:3]([NH:5][C:6](=[O:22])[CH2:7][NH:8][C:9]3[C:17]4[C:12](=[CH:13][CH:14]=[C:15]([C:18]([F:20])([F:19])[F:21])[CH:16]=4)[NH:11][N:10]=3)[CH2:4]2)[CH2:28][CH2:29]1, predict the reactants needed to synthesize it. The reactants are: [NH:1]1[CH2:4][CH:3]([NH:5][C:6](=[O:22])[CH2:7][NH:8][C:9]2[C:17]3[C:12](=[CH:13][CH:14]=[C:15]([C:18]([F:21])([F:20])[F:19])[CH:16]=3)[NH:11][N:10]=2)[CH2:2]1.[OH:23][C:24]1([C:31]2[CH:32]=[N:33][C:34]([O:37][CH3:38])=[CH:35][CH:36]=2)[CH2:29][CH2:28][C:27](=O)[CH2:26][CH2:25]1.